This data is from Reaction yield outcomes from USPTO patents with 853,638 reactions. The task is: Predict the reaction yield, written as a fraction of the theoretical maximum amount of product (1.0 means a 100% yield; for example, 0.34 means a 34% yield). (1) The catalyst is CN(C=O)C.C1COCC1. The yield is 0.970. The product is [Cl:31][C:30]1[CH:29]=[N+:28]([O-:32])[CH:27]=[C:26]([Cl:33])[C:25]=1[CH2:24][C@@H:23]([C:34]1[CH:39]=[CH:38][C:37]([O:40][CH:41]([F:42])[F:43])=[C:36]([O:44][CH2:45][CH:46]2[CH2:48][CH2:47]2)[CH:35]=1)[O:22][C:20]([CH:16]1[N:15]([S:12]([C:6]2[CH:7]=[CH:8][C:9]([O:10][CH3:11])=[C:4]([C:1](=[O:2])[N:51]([CH3:52])[CH3:50])[CH:5]=2)(=[O:14])=[O:13])[CH2:19][CH2:18][S:17]1)=[O:21]. The reactants are [C:1]([C:4]1[CH:5]=[C:6]([S:12]([N:15]2[CH2:19][CH2:18][S:17][CH:16]2[C:20]([O:22][C@H:23]([C:34]2[CH:39]=[CH:38][C:37]([O:40][CH:41]([F:43])[F:42])=[C:36]([O:44][CH2:45][CH:46]3[CH2:48][CH2:47]3)[CH:35]=2)[CH2:24][C:25]2[C:30]([Cl:31])=[CH:29][N+:28]([O-:32])=[CH:27][C:26]=2[Cl:33])=[O:21])(=[O:14])=[O:13])[CH:7]=[CH:8][C:9]=1[O:10][CH3:11])(O)=[O:2].C1N=[CH:52][N:51](C(N2C=NC=C2)=O)[CH:50]=1.CNC. (2) The reactants are [OH:1][C:2]1([C:9]2[S:13][C:12]([CH:14]([CH3:16])[CH3:15])=[N:11][CH:10]=2)[CH2:7][CH2:6][C:5](=O)[CH2:4][CH2:3]1.[NH:17]1[CH2:21][CH2:20][C@@H:19]([NH:22][C:23](=[O:29])[O:24][C:25]([CH3:28])([CH3:27])[CH3:26])[CH2:18]1. The catalyst is C(Cl)Cl.[Pd]. The product is [OH:1][C:2]1([C:9]2[S:13][C:12]([CH:14]([CH3:16])[CH3:15])=[N:11][CH:10]=2)[CH2:7][CH2:6][CH:5]([N:17]2[CH2:21][CH2:20][C@@H:19]([NH:22][C:23](=[O:29])[O:24][C:25]([CH3:27])([CH3:26])[CH3:28])[CH2:18]2)[CH2:4][CH2:3]1. The yield is 0.760.